From a dataset of Retrosynthesis with 50K atom-mapped reactions and 10 reaction types from USPTO. Predict the reactants needed to synthesize the given product. Given the product CCCC(O)(CNC(=O)c1nccc(Sc2cnc(Nc3ccc(CNC(=O)OC(C)(C)C)cn3)s2)c1F)c1ccccc1, predict the reactants needed to synthesize it. The reactants are: CC(C)(C)OC(=O)NCc1ccc(Nc2ncc(Sc3ccnc(C(=O)O)c3F)s2)nc1.CCCC(O)(CN)c1ccccc1.